Dataset: Catalyst prediction with 721,799 reactions and 888 catalyst types from USPTO. Task: Predict which catalyst facilitates the given reaction. Reactant: [Si:1]([O:8][CH2:9][C@H:10]1[CH2:19][C:18]2[C:13](=[CH:14][CH:15]=[CH:16][C:17]=2[CH2:20][CH2:21][OH:22])[C@H:12]([CH3:23])[N:11]1[C:24](=[O:34])[CH2:25][C:26]1[C:31]([Cl:32])=[CH:30][CH:29]=[CH:28][C:27]=1[Cl:33])([C:4]([CH3:7])([CH3:6])[CH3:5])([CH3:3])[CH3:2].C([O-])(O)=O.[Na+].[O-]S([O-])(=S)=O.[Na+].[Na+]. Product: [Si:1]([O:8][CH2:9][C@H:10]1[CH2:19][C:18]2[C:13](=[CH:14][CH:15]=[CH:16][C:17]=2[CH2:20][CH:21]=[O:22])[C@H:12]([CH3:23])[N:11]1[C:24](=[O:34])[CH2:25][C:26]1[C:31]([Cl:32])=[CH:30][CH:29]=[CH:28][C:27]=1[Cl:33])([C:4]([CH3:7])([CH3:5])[CH3:6])([CH3:3])[CH3:2]. The catalyst class is: 2.